Binary Classification. Given a T-cell receptor sequence (or CDR3 region) and an epitope sequence, predict whether binding occurs between them. From a dataset of TCR-epitope binding with 47,182 pairs between 192 epitopes and 23,139 TCRs. (1) The epitope is LPPAYTNSF. The TCR CDR3 sequence is CASSLARESNTEAFF. Result: 1 (the TCR binds to the epitope). (2) The epitope is RILGAGCFV. The TCR CDR3 sequence is CASHSSTSGMYNEQFF. Result: 0 (the TCR does not bind to the epitope). (3) The epitope is NLVPMVATV. The TCR CDR3 sequence is CASSEGQGHQPQHF. Result: 1 (the TCR binds to the epitope). (4) The epitope is YIFFASFYY. The TCR CDR3 sequence is CASSQDVSSGYYEQYF. Result: 0 (the TCR does not bind to the epitope).